From a dataset of Reaction yield outcomes from USPTO patents with 853,638 reactions. Predict the reaction yield, written as a fraction of the theoretical maximum amount of product (1.0 means a 100% yield; for example, 0.34 means a 34% yield). (1) The reactants are [OH-:1].[Na+].[Cl:3][C:4]1[CH:11]=[C:10]([O:12][CH3:13])[C:9]([O:14][CH2:15][CH3:16])=[CH:8][C:5]=1[CH:6]=[O:7]. The catalyst is O.[Ag-]=O. The product is [Cl:3][C:4]1[CH:11]=[C:10]([O:12][CH3:13])[C:9]([O:14][CH2:15][CH3:16])=[CH:8][C:5]=1[C:6]([OH:1])=[O:7]. The yield is 0.770. (2) The product is [O:37]=[C:31]1[CH:30]([N:23]2[C:22](=[O:38])[C:21]3[C:25](=[CH:26][CH:27]=[CH:28][C:20]=3[NH:19][C:5](=[O:7])[CH2:4][O:3][CH2:1][CH3:2])[C:24]2=[O:29])[CH2:35][CH2:34][C:33](=[O:36])[NH:32]1. The reactants are [CH2:1]([O:3][CH2:4][C:5]([OH:7])=O)[CH3:2].C(Cl)(=O)C(Cl)=O.CN(C=O)C.[NH2:19][C:20]1[CH:28]=[CH:27][CH:26]=[C:25]2[C:21]=1[C:22](=[O:38])[N:23]([CH:30]1[CH2:35][CH2:34][C:33](=[O:36])[NH:32][C:31]1=[O:37])[C:24]2=[O:29]. The yield is 0.870. The catalyst is CCOCC.CO.C1COCC1. (3) The reactants are [CH2:1]1[O:17][C:16]2[CH:15]=[CH:14][C:5]([CH2:6][NH:7][CH2:8][CH:9](OC)OC)=[CH:4][C:3]=2[O:2]1.[CH3:18][O:19][C:20]1[CH:21]=[C:22]([CH:25]=[C:26]([O:30][CH3:31])[C:27]=1[O:28][CH3:29])[CH:23]=O.[ClH:32].[NH4+].[OH-]. The catalyst is FC(F)(F)C(O)=O.CO.O.CC(C)=O.CCOCC. The product is [ClH:32].[CH3:18][O:19][C:20]1[C:21]2[C:8]3[N:7]=[CH:6][C:5]4[C:14]([C:9]=3[CH2:23][C:22]=2[CH:25]=[C:26]([O:30][CH3:31])[C:27]=1[O:28][CH3:29])=[CH:15][C:16]1[O:17][CH2:1][O:2][C:3]=1[CH:4]=4. The yield is 0.450. (4) The reactants are [CH:1]([CH:3]([Br:6])[CH:4]=O)=O.[CH3:7][O:8][C:9]1[CH:14]=[CH:13][CH:12]=[C:11]([NH2:15])[CH:10]=1.C(O)(=O)C. The catalyst is C(O)C. The product is [Br:6][C:3]1[CH:1]=[N:15][C:11]2[C:12]([CH:4]=1)=[CH:13][CH:14]=[C:9]([O:8][CH3:7])[CH:10]=2. The yield is 0.200. (5) The reactants are Br[C:2]1[N:7]=[C:6]2[N:8]([CH2:20][CH2:21][CH2:22][N:23]3[CH2:28][CH2:27][CH2:26][CH2:25][CH2:24]3)[C:9]([NH:11][C:12]3[CH:17]=[CH:16][C:15]([O:18][CH3:19])=[CH:14][CH:13]=3)=[N:10][C:5]2=[CH:4][CH:3]=1.[C:29]([O:33][C:34]([N:36]1[C:44]2[C:39](=[CH:40][CH:41]=[CH:42][CH:43]=2)[CH:38]=[C:37]1B(O)O)=[O:35])([CH3:32])([CH3:31])[CH3:30].C(=O)([O-])[O-].[Na+].[Na+]. The catalyst is C(COC)OC.O.C1C=CC([P]([Pd]([P](C2C=CC=CC=2)(C2C=CC=CC=2)C2C=CC=CC=2)([P](C2C=CC=CC=2)(C2C=CC=CC=2)C2C=CC=CC=2)[P](C2C=CC=CC=2)(C2C=CC=CC=2)C2C=CC=CC=2)(C2C=CC=CC=2)C2C=CC=CC=2)=CC=1. The product is [CH3:19][O:18][C:15]1[CH:16]=[CH:17][C:12]([NH:11][C:9]2[N:8]([CH2:20][CH2:21][CH2:22][N:23]3[CH2:28][CH2:27][CH2:26][CH2:25][CH2:24]3)[C:6]3=[N:7][C:2]([C:37]4[N:36]([C:34]([O:33][C:29]([CH3:32])([CH3:31])[CH3:30])=[O:35])[C:44]5[C:39]([CH:38]=4)=[CH:40][CH:41]=[CH:42][CH:43]=5)=[CH:3][CH:4]=[C:5]3[N:10]=2)=[CH:13][CH:14]=1. The yield is 0.620.